Dataset: Full USPTO retrosynthesis dataset with 1.9M reactions from patents (1976-2016). Task: Predict the reactants needed to synthesize the given product. (1) Given the product [Cl:1][C:2]1[C:11]2[C:6](=[CH:7][CH:8]=[C:9]([F:12])[CH:10]=2)[C:5]([O:13][CH2:20][CH3:21])=[CH:4][N:3]=1, predict the reactants needed to synthesize it. The reactants are: [Cl:1][C:2]1[C:11]2[C:6](=[CH:7][CH:8]=[C:9]([F:12])[CH:10]=2)[C:5]([OH:13])=[CH:4][N:3]=1.C([O-])([O-])=O.[K+].[K+].[CH2:20](I)[CH3:21]. (2) Given the product [Cl:23][C:18]1[CH:19]=[CH:20][CH:21]=[CH:22][C:17]=1[CH2:16][O:8][CH2:7][CH:5]1[CH2:6][C:4]1([CH3:3])[CH2:9][CH2:10][CH:11]=[C:12]([CH3:14])[CH3:13], predict the reactants needed to synthesize it. The reactants are: [H-].[Na+].[CH3:3][C:4]1([CH2:9][CH2:10][CH:11]=[C:12]([CH3:14])[CH3:13])[CH2:6][CH:5]1[CH2:7][OH:8].Br[CH2:16][C:17]1[CH:22]=[CH:21][CH:20]=[CH:19][C:18]=1[Cl:23]. (3) Given the product [N:48]1[CH:49]=[CH:50][CH:51]=[CH:52][C:47]=1[O:1][C:2]1[CH:3]=[C:4](/[C:8](/[CH2:38][CH3:39])=[C:9](\[C:25]2[CH:26]=[CH:27][C:28](/[CH:31]=[CH:32]/[C:33]([O:35][CH2:36][CH3:37])=[O:34])=[CH:29][CH:30]=2)/[C:10]2[CH:11]=[C:12]3[C:16](=[CH:17][CH:18]=2)[N:15]([CH:19]2[CH2:24][CH2:23][CH2:22][CH2:21][O:20]2)[N:14]=[CH:13]3)[CH:5]=[CH:6][CH:7]=1, predict the reactants needed to synthesize it. The reactants are: [OH:1][C:2]1[CH:3]=[C:4](/[C:8](/[CH2:38][CH3:39])=[C:9](\[C:25]2[CH:30]=[CH:29][C:28](/[CH:31]=[CH:32]/[C:33]([O:35][CH2:36][CH3:37])=[O:34])=[CH:27][CH:26]=2)/[C:10]2[CH:11]=[C:12]3[C:16](=[CH:17][CH:18]=2)[N:15]([CH:19]2[CH2:24][CH2:23][CH2:22][CH2:21][O:20]2)[N:14]=[CH:13]3)[CH:5]=[CH:6][CH:7]=1.C([O-])([O-])=O.[Cs+].[Cs+].I[C:47]1[CH:52]=[CH:51][CH:50]=[CH:49][N:48]=1.N1C=CC=CC=1CC(=O)C. (4) Given the product [Cl:28][C:29]1[CH:30]=[C:31]([C@@H:39]([CH2:43][CH:44]2[CH2:48][CH2:47][CH2:46][CH2:45]2)[C:40]([NH:49][C:50]2[S:51][CH:52]=[CH:53][N:54]=2)=[O:42])[CH:32]=[CH:33][C:34]=1[S:35]([CH3:38])(=[O:36])=[O:37], predict the reactants needed to synthesize it. The reactants are: C1(P(C2C=CC=CC=2)C2C=CC=CC=2)C=CC=CC=1.BrN1C(=O)CCC1=O.[Cl:28][C:29]1[CH:30]=[C:31]([C@@H:39]([CH2:43][CH:44]2[CH2:48][CH2:47][CH2:46][CH2:45]2)[C:40]([OH:42])=O)[CH:32]=[CH:33][C:34]=1[S:35]([CH3:38])(=[O:37])=[O:36].[NH2:49][C:50]1[S:51][CH:52]=[CH:53][N:54]=1.N1C=CC=CC=1. (5) Given the product [OH:1][C:2]1[C:9]([O:10][CH2:24][CH2:25][O:26][CH2:27][CH2:28][O:29][CH3:30])=[CH:8][CH:7]=[CH:6][C:3]=1[C:4]#[N:5], predict the reactants needed to synthesize it. The reactants are: [OH:1][C:2]1[C:9]([OH:10])=[CH:8][CH:7]=[CH:6][C:3]=1[C:4]#[N:5].[H-].[Na+].CC1C=CC(S(O[CH2:24][CH2:25][O:26][CH2:27][CH2:28][O:29][CH3:30])(=O)=O)=CC=1. (6) Given the product [ClH:25].[NH2:6][C@@H:3]1[CH2:4][CH2:5][C@H:1]([NH:14][C:15](=[O:24])[O:16][CH2:17][C:18]2[CH:23]=[CH:22][CH:21]=[CH:20][CH:19]=2)[CH2:2]1, predict the reactants needed to synthesize it. The reactants are: [C@H:1]1([NH:14][C:15](=[O:24])[O:16][CH2:17][C:18]2[CH:23]=[CH:22][CH:21]=[CH:20][CH:19]=2)[CH2:5][CH2:4][C@@H:3]([NH:6]C(=O)OC(C)(C)C)[CH2:2]1.[ClH:25]. (7) Given the product [CH3:31][O:30][C:28]1[CH:29]=[C:24]([NH:23][C:22]2[C:13]([NH:12][S:9]([C:5]3[CH:6]=[CH:7][CH:8]=[C:3]([C:1]4[N:34]=[N:35][NH:36][N:2]=4)[CH:4]=3)(=[O:10])=[O:11])=[N:14][C:15]3[C:20]([N:21]=2)=[CH:19][CH:18]=[CH:17][CH:16]=3)[CH:25]=[C:26]([O:32][CH3:33])[CH:27]=1, predict the reactants needed to synthesize it. The reactants are: [C:1]([C:3]1[CH:4]=[C:5]([S:9]([NH:12][C:13]2[C:22]([NH:23][C:24]3[CH:29]=[C:28]([O:30][CH3:31])[CH:27]=[C:26]([O:32][CH3:33])[CH:25]=3)=[N:21][C:20]3[C:15](=[CH:16][CH:17]=[CH:18][CH:19]=3)[N:14]=2)(=[O:11])=[O:10])[CH:6]=[CH:7][CH:8]=1)#[N:2].[N-:34]=[N+:35]=[N-:36].[Na+].[Cl-].[NH4+].Cl. (8) The reactants are: [CH:1]([OH:10])([C:6]([F:9])([F:8])[F:7])[C:2]([F:5])([F:4])[F:3].[OH-].[Na+].Cl[CH3:14]. Given the product [CH3:14][O:10][CH:1]([C:6]([F:9])([F:8])[F:7])[C:2]([F:5])([F:4])[F:3], predict the reactants needed to synthesize it. (9) Given the product [Cl:6][CH:7]([CH:8]=[O:9])[C:1]([O:3][CH2:4][CH3:5])=[O:2], predict the reactants needed to synthesize it. The reactants are: [CH:1]([O:3][CH2:4][CH3:5])=[O:2].[Cl:6][CH2:7][C:8](OCC)=[O:9].CC(C)([O-])C.[K+].S(=O)(=O)(O)O. (10) Given the product [Br-:31].[C:1]([C:4]1[CH:5]=[N+:6]([CH2:24][C:25]2[CH:30]=[CH:29][CH:28]=[CH:27][CH:26]=2)[CH:7]=[CH:8][C:9]=1[CH2:10][CH:11]1[CH2:20][CH2:19][C:18]2[C:13](=[CH:14][CH:15]=[C:16]([O:21][CH3:22])[CH:17]=2)[C:12]1=[O:23])(=[O:3])[CH3:2], predict the reactants needed to synthesize it. The reactants are: [C:1]([C:4]1[CH:5]=[N:6][CH:7]=[CH:8][C:9]=1[CH2:10][CH:11]1[CH2:20][CH2:19][C:18]2[C:13](=[CH:14][CH:15]=[C:16]([O:21][CH3:22])[CH:17]=2)[C:12]1=[O:23])(=[O:3])[CH3:2].[CH2:24]([Br:31])[C:25]1[CH:30]=[CH:29][CH:28]=[CH:27][CH:26]=1.